Dataset: Forward reaction prediction with 1.9M reactions from USPTO patents (1976-2016). Task: Predict the product of the given reaction. (1) Given the reactants [Br:1][C:2]1[CH:10]=[CH:9][C:5]([C:6]([OH:8])=O)=[C:4]([F:11])[CH:3]=1.[CH:12]([N:15](CC)C(C)C)([CH3:14])[CH3:13].CC(N)C, predict the reaction product. The product is: [Br:1][C:2]1[CH:10]=[CH:9][C:5]([C:6]([NH:15][CH:12]([CH3:14])[CH3:13])=[O:8])=[C:4]([F:11])[CH:3]=1. (2) Given the reactants [CH2:1]([O:8][CH:9]1[CH2:12][CH:11]([C:13](O)=[O:14])[CH2:10]1)[C:2]1[CH:7]=[CH:6][CH:5]=[CH:4][CH:3]=1.O.C(=O)([O-])O.[Na+], predict the reaction product. The product is: [CH2:1]([O:8][CH:9]1[CH2:12][CH:11]([CH2:13][OH:14])[CH2:10]1)[C:2]1[CH:7]=[CH:6][CH:5]=[CH:4][CH:3]=1. (3) Given the reactants [O:1]1[C:6]2[CH:7]=[CH:8][C:9]([CH:11]([C:13]3[CH:18]=[C:17]([O:19][CH3:20])[CH:16]=[C:15]([O:21][CH3:22])[CH:14]=3)[OH:12])=[CH:10][C:5]=2[O:4][CH2:3][CH2:2]1, predict the reaction product. The product is: [O:1]1[C:6]2[CH:7]=[CH:8][C:9]([C:11]([C:13]3[CH:18]=[C:17]([O:19][CH3:20])[CH:16]=[C:15]([O:21][CH3:22])[CH:14]=3)=[O:12])=[CH:10][C:5]=2[O:4][CH2:3][CH2:2]1. (4) Given the reactants [Cl:1][C:2]1[CH:3]=[C:4]([N:9]2[CH2:14][CH2:13][NH:12][CH2:11][CH2:10]2)[CH:5]=[CH:6][C:7]=1[Cl:8].[OH-].[Na+].Br[CH2:18][CH2:19][Cl:20], predict the reaction product. The product is: [Cl:20][CH2:19][CH2:18][N:12]1[CH2:13][CH2:14][N:9]([C:4]2[CH:5]=[CH:6][C:7]([Cl:8])=[C:2]([Cl:1])[CH:3]=2)[CH2:10][CH2:11]1. (5) Given the reactants Br[C:2]1[CH:10]=[CH:9][C:5]([C:6]([OH:8])=O)=[C:4]([F:11])[CH:3]=1.[CH3:12][S:13]([C:16]1[CH:21]=[CH:20][C:19](B(O)O)=[CH:18][CH:17]=1)(=[O:15])=[O:14].[CH3:25][C@@H:26]1[CH2:30][CH2:29][CH2:28][N:27]1[CH2:31][C@@H:32]1[CH2:36][CH2:35][CH2:34][NH:33]1.[H-].[Na+].IC, predict the reaction product. The product is: [F:11][C:4]1[CH:3]=[C:2]([C:19]2[CH:20]=[CH:21][C:16]([S:13]([CH3:12])(=[O:15])=[O:14])=[CH:17][CH:18]=2)[CH:10]=[CH:9][C:5]=1[C:6]([N:33]1[CH2:34][CH2:35][CH2:36][C@H:32]1[CH2:31][N:27]1[CH2:28][CH2:29][CH2:30][C@H:26]1[CH3:25])=[O:8]. (6) Given the reactants [NH2:1][CH2:2][C:3]1[C:12]2[C:7](=[CH:8][CH:9]=[CH:10][CH:11]=2)[C:6](=[O:13])[N:5]([NH:14][C:15](=[O:24])[CH2:16][C:17]2[CH:22]=[CH:21][C:20]([Cl:23])=[CH:19][CH:18]=2)[N:4]=1.[C:25](O[C:25]([O:27][C:28]([CH2:31][CH3:32])([CH3:30])[CH3:29])=[O:26])([O:27][C:28]([CH2:31][CH3:32])([CH3:30])[CH3:29])=[O:26], predict the reaction product. The product is: [CH3:29][C:28]([O:27][C:25](=[O:26])[NH:1][CH2:2][C:3]1[C:12]2[C:7](=[CH:8][CH:9]=[CH:10][CH:11]=2)[C:6](=[O:13])[N:5]([NH:14][C:15](=[O:24])[CH2:16][C:17]2[CH:18]=[CH:19][C:20]([Cl:23])=[CH:21][CH:22]=2)[N:4]=1)([CH2:31][CH3:32])[CH3:30].